From a dataset of Forward reaction prediction with 1.9M reactions from USPTO patents (1976-2016). Predict the product of the given reaction. Given the reactants Cl[C:2]1[C:11]2[C:6](=[CH:7][C:8]([O:14][CH2:15][CH2:16][CH2:17][N:18]3[CH2:22][CH2:21][CH2:20][CH2:19]3)=[C:9]([O:12][CH3:13])[CH:10]=2)[N:5]=[CH:4][N:3]=1.[OH:23][C:24]1[CH:25]=[CH:26][C:27]2[O:32][CH2:31][C:30](=[O:33])[NH:29][C:28]=2[CH:34]=1, predict the reaction product. The product is: [CH3:13][O:12][C:9]1[CH:10]=[C:11]2[C:6](=[CH:7][C:8]=1[O:14][CH2:15][CH2:16][CH2:17][N:18]1[CH2:22][CH2:21][CH2:20][CH2:19]1)[N:5]=[CH:4][N:3]=[C:2]2[O:23][C:24]1[CH:25]=[CH:26][C:27]2[O:32][CH2:31][C:30](=[O:33])[NH:29][C:28]=2[CH:34]=1.